From a dataset of Forward reaction prediction with 1.9M reactions from USPTO patents (1976-2016). Predict the product of the given reaction. (1) Given the reactants [CH2:1]([O:3][C:4]1[CH:5]=[C:6]2[C:11](=[C:12]3[CH2:16][C:15]([CH3:18])([CH3:17])[O:14][C:13]=13)[C:10]([C:19]1[CH:29]=[CH:28][C:22]([C:23]([O:25][CH2:26][CH3:27])=[O:24])=[C:21]([NH:30][CH2:31][C:32]3[CH:37]=[CH:36][CH:35]=[CH:34][CH:33]=3)[CH:20]=1)=[N:9][C:8]([CH3:39])([CH3:38])[CH2:7]2)[CH3:2].C(N(CC)CC)C.[C:47](Cl)(=[O:49])[CH3:48].[H-].[Na+], predict the reaction product. The product is: [C:47]([N:30]([CH2:31][C:32]1[CH:33]=[CH:34][CH:35]=[CH:36][CH:37]=1)[C:21]1[CH:20]=[C:19]([C:10]2[C:11]3[C:6](=[CH:5][C:4]([O:3][CH2:1][CH3:2])=[C:13]4[O:14][C:15]([CH3:17])([CH3:18])[CH2:16][C:12]4=3)[CH2:7][C:8]([CH3:39])([CH3:38])[N:9]=2)[CH:29]=[CH:28][C:22]=1[C:23]([O:25][CH2:26][CH3:27])=[O:24])(=[O:49])[CH3:48]. (2) Given the reactants CC(OC([N:8](C(OC(C)(C)C)=O)[C:9]1[C:14]2[C:15]([C:18]3[CH:19]=[C:20]4[C:24](=[CH:25][CH:26]=3)[N:23](C(OC(C)(C)C)=O)[CH2:22][CH2:21]4)=[CH:16][O:17][C:13]=2[C:12]([Cl:34])=[CH:11][N:10]=1)=O)(C)C.ClC1C2OC=C(C3C=C4C(=CC=3)N(C(OC(C)(C)C)=O)CC4)C=2C(NC(OC(C)(C)C)=O)=NC=1.Cl, predict the reaction product. The product is: [Cl:34][C:12]1[C:13]2[O:17][CH:16]=[C:15]([C:18]3[CH:19]=[C:20]4[C:24](=[CH:25][CH:26]=3)[NH:23][CH2:22][CH2:21]4)[C:14]=2[C:9]([NH2:8])=[N:10][CH:11]=1.